From a dataset of Full USPTO retrosynthesis dataset with 1.9M reactions from patents (1976-2016). Predict the reactants needed to synthesize the given product. (1) Given the product [F:28][C:25]([F:26])([F:27])[C:17]1[CH:16]=[C:15]([CH:20]=[C:19]([C:21]([F:22])([F:23])[F:24])[CH:18]=1)[CH2:14][O:13][CH2:12][C:7]1([C:1]2[CH:2]=[CH:3][CH:4]=[CH:5][CH:6]=2)[CH2:11][CH2:10][CH:9]([OH:29])[CH2:8]1, predict the reactants needed to synthesize it. The reactants are: [C:1]1([C:7]2([CH2:12][O:13][CH2:14][C:15]3[CH:20]=[C:19]([C:21]([F:24])([F:23])[F:22])[CH:18]=[C:17]([C:25]([F:28])([F:27])[F:26])[CH:16]=3)[CH2:11][CH:10]=[CH:9][CH2:8]2)[CH:6]=[CH:5][CH:4]=[CH:3][CH:2]=1.[OH2:29].OO.[OH-].[Na+]. (2) Given the product [C:16]([O:19][CH2:20][CH:21]([CH2:26][O:27][C:28](=[O:30])[CH3:29])[CH2:22][C:23]([OH:25])=[O:24])(=[O:18])[CH3:17], predict the reactants needed to synthesize it. The reactants are: O1CCC(=NO)CC1.IC1C=CC=CC=1.[C:16]([O:19][CH2:20][CH:21]([CH2:26][O:27][C:28](=[O:30])[CH3:29])[CH2:22][C:23]([OH:25])=[O:24])(=[O:18])[CH3:17].[C:16]([O:19][CH2:20][CH:21]([CH2:26][O:27][C:28](=[O:30])[CH3:29])[CH2:22][C:23]([OH:25])=[O:24])(=[O:18])[CH3:17].